Dataset: Reaction yield outcomes from USPTO patents with 853,638 reactions. Task: Predict the reaction yield, written as a fraction of the theoretical maximum amount of product (1.0 means a 100% yield; for example, 0.34 means a 34% yield). (1) The reactants are Cl[C:2]1[N:9]=[CH:8][C:7]([F:10])=[CH:6][C:3]=1[C:4]#[N:5].[F:11][C:12]1[CH:17]=[CH:16][C:15](B(O)O)=[CH:14][CH:13]=1. No catalyst specified. The product is [F:10][C:7]1[CH:8]=[N:9][C:2]([C:15]2[CH:16]=[CH:17][C:12]([F:11])=[CH:13][CH:14]=2)=[C:3]([CH:6]=1)[C:4]#[N:5]. The yield is 0.680. (2) The reactants are [C:1]([O:5][C:6]([NH:8][C@@H:9]([CH2:15][CH2:16][C:17](=[O:21])[CH:18]=[N+]=[N-])[C:10]([O:12][CH2:13][CH3:14])=[O:11])=[O:7])([CH3:4])([CH3:3])[CH3:2]. The catalyst is C(Cl)Cl. The product is [O:21]=[C:17]1[CH2:18][N:8]([C:6]([O:5][C:1]([CH3:4])([CH3:3])[CH3:2])=[O:7])[C@H:9]([C:10]([O:12][CH2:13][CH3:14])=[O:11])[CH2:15][CH2:16]1. The yield is 0.550. (3) The reactants are [C:1]([OH:12])(=[O:11])[C:2]1[CH:10]=[CH:9][CH:8]=[C:4]([C:5]([OH:7])=[O:6])[CH:3]=1.C(O)(=O)C. The catalyst is CO.[Rh]. The product is [CH:2]1([C:1]([OH:12])=[O:11])[CH2:10][CH2:9][CH2:8][CH:4]([C:5]([OH:7])=[O:6])[CH2:3]1. The yield is 0.963. (4) The reactants are [H-].[Na+].[OH:3][C:4]1[CH:9]=[CH:8][C:7]([CH2:10][CH2:11][CH2:12][CH2:13][N:14]2[C:22](=[O:23])[C:21]3[C:16](=[CH:17][CH:18]=[CH:19][CH:20]=3)[C:15]2=[O:24])=[CH:6][CH:5]=1.[CH3:25][N:26]([CH3:30])[C:27](Cl)=[S:28]. The catalyst is CN(C=O)C. The product is [O:24]=[C:15]1[C:16]2[C:21](=[CH:20][CH:19]=[CH:18][CH:17]=2)[C:22](=[O:23])[N:14]1[CH2:13][CH2:12][CH2:11][CH2:10][C:7]1[CH:8]=[CH:9][C:4]([O:3][C:27](=[S:28])[N:26]([CH3:30])[CH3:25])=[CH:5][CH:6]=1. The yield is 0.590. (5) The reactants are [CH3:1][O:2][N:3]=[C:4]1[CH2:8][C@@H:7]([C:9]2[N:13]=[C:12]([CH2:14][N:15]3[CH2:20][CH2:19][NH:18][CH2:17][CH2:16]3)[O:11][N:10]=2)[N:6]([C:21]([C:23]2[CH:28]=[CH:27][C:26]([C:29]3[CH:34]=[CH:33][CH:32]=[CH:31][CH:30]=3)=[CH:25][CH:24]=2)=[O:22])[CH2:5]1.[CH2:35](N(CC)CC)C.CI.C(=O)([O-])[O-].[Na+].[Na+]. The product is [CH3:1][O:2][N:3]=[C:4]1[CH2:8][C@@H:7]([C:9]2[N:13]=[C:12]([CH2:14][N:15]3[CH2:16][CH2:17][N:18]([CH3:35])[CH2:19][CH2:20]3)[O:11][N:10]=2)[N:6]([C:21]([C:23]2[CH:28]=[CH:27][C:26]([C:29]3[CH:34]=[CH:33][CH:32]=[CH:31][CH:30]=3)=[CH:25][CH:24]=2)=[O:22])[CH2:5]1. The catalyst is C(Cl)Cl. The yield is 0.500. (6) The catalyst is C(Cl)Cl.CC#N.O.O. The product is [Br:25][C:8]1[C:9]([N:11]2[CH2:16][CH2:15][CH2:14][C@@H:13]([NH:17][C:18](=[O:24])[O:19][C:20]([CH3:21])([CH3:22])[CH3:23])[CH2:12]2)=[C:10]2[C:2]([NH:1][C:29](=[O:30])[CH2:28][CH2:27][F:26])=[CH:3][NH:4][C:5]2=[N:6][CH:7]=1. The reactants are [NH2:1][C:2]1[C:10]2[C:5](=[N:6][CH:7]=[C:8]([Br:25])[C:9]=2[N:11]2[CH2:16][CH2:15][CH2:14][C@@H:13]([NH:17][C:18](=[O:24])[O:19][C:20]([CH3:23])([CH3:22])[CH3:21])[CH2:12]2)[NH:4][CH:3]=1.[F:26][CH2:27][CH2:28][C:29](O)=[O:30].C1N(P(Cl)(N2C(=O)OCC2)=O)C(=O)OC1.C(N(CC)CC)C.[Li+].[OH-]. The yield is 0.150.